From a dataset of Reaction yield outcomes from USPTO patents with 853,638 reactions. Predict the reaction yield, written as a fraction of the theoretical maximum amount of product (1.0 means a 100% yield; for example, 0.34 means a 34% yield). (1) The reactants are [S:1]1[C:5]([C:6](=[O:23])[CH2:7][O:8][C:9]([CH:11]2[CH2:15][CH2:14][CH2:13][N:12]2[C:16]([O:18][C:19]([CH3:22])([CH3:21])[CH3:20])=[O:17])=[O:10])=[CH:4][CH:3]2[S:24][CH:25]=[CH:26][CH:2]12.[Br:27]N1C(=O)CCC1=O. The catalyst is CN(C=O)C.CCOC(C)=O. The product is [C:19]([O:18][C:16]([N:12]1[CH2:13][CH2:14][CH2:15][CH:11]1[C:9]([O:8][CH2:7][C:6]([C:5]1[S:1][CH:2]2[CH:26]=[C:25]([Br:27])[S:24][CH:3]2[CH:4]=1)=[O:23])=[O:10])=[O:17])([CH3:20])([CH3:21])[CH3:22]. The yield is 0.660. (2) The reactants are [OH:1][CH:2]1[CH2:7][CH2:6][CH2:5][NH:4][CH2:3]1.[F:8][C:9]1[CH:17]=[CH:16][C:12]([C:13](O)=[O:14])=[CH:11][CH:10]=1.C1C=CC2N(O)N=NC=2C=1.CCN=C=NCCCN(C)C.Cl.C(N(CC)CC)C.Cl. The catalyst is ClCCl. The product is [F:8][C:9]1[CH:17]=[CH:16][C:12]([C:13]([N:4]2[CH2:5][CH2:6][CH2:7][CH:2]([OH:1])[CH2:3]2)=[O:14])=[CH:11][CH:10]=1. The yield is 0.530. (3) The reactants are C[O:2][C:3](=[O:36])[C:4]1[CH:9]=[CH:8][C:7]([CH2:10][N:11]2[CH2:18][CH:17]3[CH:13]([CH2:14][N:15]([CH2:19][C:20]4[CH:25]=[CH:24][C:23]([O:26][C:27]5[S:28][C:29]6[CH:35]=[CH:34][CH:33]=[CH:32][C:30]=6[N:31]=5)=[CH:22][CH:21]=4)[CH2:16]3)[CH2:12]2)=[CH:6][CH:5]=1.O.[OH-].[K+].Cl. The catalyst is C(O)(C)C.C(Cl)Cl. The product is [S:28]1[C:29]2[CH:35]=[CH:34][CH:33]=[CH:32][C:30]=2[N:31]=[C:27]1[O:26][C:23]1[CH:22]=[CH:21][C:20]([CH2:19][N:15]2[CH2:14][CH:13]3[CH2:12][N:11]([CH2:10][C:7]4[CH:6]=[CH:5][C:4]([C:3]([OH:36])=[O:2])=[CH:9][CH:8]=4)[CH2:18][CH:17]3[CH2:16]2)=[CH:25][CH:24]=1. The yield is 0.560. (4) The reactants are [F:1][C:2]1[C:3]([C:28]2[N:33]=[CH:32][CH:31]=[CH:30][N:29]=2)=[C:4]([C:8]([N:10]2[C@@H:14]3[CH2:15][CH2:16][C@H:11]2[C@H:12]([NH:17][C:18]2[CH:23]=[N:22][C:21]([C:24]([F:27])([F:26])[F:25])=[CH:20][N:19]=2)[CH2:13]3)=[O:9])[CH:5]=[CH:6][CH:7]=1.[CH3:34]C(C)([O-])C.[Na+].IC. The catalyst is CN(C=O)C.CCOC(C)=O.O. The product is [F:1][C:2]1[C:3]([C:28]2[N:29]=[CH:30][CH:31]=[CH:32][N:33]=2)=[C:4]([C:8]([N:10]2[C@@H:14]3[CH2:15][CH2:16][C@H:11]2[C@H:12]([N:17]([CH3:34])[C:18]2[CH:23]=[N:22][C:21]([C:24]([F:25])([F:27])[F:26])=[CH:20][N:19]=2)[CH2:13]3)=[O:9])[CH:5]=[CH:6][CH:7]=1. The yield is 0.620. (5) The reactants are C(N1CCN(C2C=CC([NH:20][C:21]3[C:26]([F:27])=[CH:25][N:24]=[C:23](Cl)[N:22]=3)=CC=2)CC1)C1C=CC=CC=1.[CH2:29]1[CH2:39][O:38][C:37]2[CH:36]=[CH:35][C:33]([NH2:34])=[CH:32][C:31]=2[O:30]1. No catalyst specified. The product is [CH2:29]1[CH2:39][O:38][C:37]2[CH:36]=[CH:35][C:33]([NH:34][C:23]3[N:22]=[C:21]([NH2:20])[C:26]([F:27])=[CH:25][N:24]=3)=[CH:32][C:31]=2[O:30]1. The yield is 0.630. (6) The reactants are [O-]S([O-])=O.[Na+].[Na+].C([O-])([O-])=O.[Na+].[Na+].[CH3:13][C:14]1[CH:15]=[C:16]([S:21](Cl)(=[O:23])=[O:22])[CH:17]=[C:18]([CH3:20])[CH:19]=1.Cl[CH2:26][C:27]1[N:28]=[C:29]([C:33]2[CH:42]=[CH:41][C:36]([C:37]([O:39][CH3:40])=[O:38])=[CH:35][CH:34]=2)[O:30][C:31]=1[CH3:32]. The catalyst is O.CN(C=O)C. The product is [CH3:13][C:14]1[CH:15]=[C:16]([S:21]([CH2:26][C:27]2[N:28]=[C:29]([C:33]3[CH:42]=[CH:41][C:36]([C:37]([O:39][CH3:40])=[O:38])=[CH:35][CH:34]=3)[O:30][C:31]=2[CH3:32])(=[O:23])=[O:22])[CH:17]=[C:18]([CH3:20])[CH:19]=1. The yield is 0.900.